Dataset: Peptide-MHC class I binding affinity with 185,985 pairs from IEDB/IMGT. Task: Regression. Given a peptide amino acid sequence and an MHC pseudo amino acid sequence, predict their binding affinity value. This is MHC class I binding data. The peptide sequence is FMEMFFDYNK. The MHC is HLA-A03:01 with pseudo-sequence HLA-A03:01. The binding affinity (normalized) is 0.417.